From a dataset of Peptide-MHC class II binding affinity with 134,281 pairs from IEDB. Regression. Given a peptide amino acid sequence and an MHC pseudo amino acid sequence, predict their binding affinity value. This is MHC class II binding data. (1) The peptide sequence is NVWEVKSSKPLVGPF. The MHC is DRB1_0401 with pseudo-sequence DRB1_0401. The binding affinity (normalized) is 0.318. (2) The binding affinity (normalized) is 0.733. The MHC is H-2-IAb with pseudo-sequence H-2-IAb. The peptide sequence is SIIVSSSRALGAVAM. (3) The peptide sequence is CGKYLFNWAVRTKLKLTPIA. The MHC is DRB1_1501 with pseudo-sequence DRB1_1501. The binding affinity (normalized) is 0.775.